Dataset: Catalyst prediction with 721,799 reactions and 888 catalyst types from USPTO. Task: Predict which catalyst facilitates the given reaction. (1) Reactant: Cl[CH2:2][CH2:3][C:4]([C:6]1[CH:11]=[CH:10][C:9](NC(=O)C)=[CH:8][CH:7]=1)=[O:5].[C:16]1(=[O:26])[NH:20][C:19](=[O:21])[C:18]2=[CH:22][CH:23]=[CH:24][CH:25]=[C:17]12.[K]. Product: [O:21]=[C:19]1[C:18]2[C:17](=[CH:25][CH:24]=[CH:23][CH:22]=2)[C:16](=[O:26])[N:20]1[CH2:2][CH2:3][C:4]([C:6]1[CH:7]=[CH:8][C:9]([CH2:18][C:19]([NH2:20])=[O:21])=[CH:10][CH:11]=1)=[O:5]. The catalyst class is: 3. (2) Reactant: [C:1](Cl)(=O)C.[Cl:5][C:6]1[CH:14]=[C:13]([CH3:15])[C:12]([N+:16]([O-:18])=[O:17])=[CH:11][C:7]=1[C:8]([OH:10])=[O:9]. Product: [Cl:5][C:6]1[CH:14]=[C:13]([CH3:15])[C:12]([N+:16]([O-:18])=[O:17])=[CH:11][C:7]=1[C:8]([O:10][CH3:1])=[O:9]. The catalyst class is: 5.